Task: Predict the product of the given reaction.. Dataset: Forward reaction prediction with 1.9M reactions from USPTO patents (1976-2016) (1) Given the reactants Br[C:2]1[CH:7]=[CH:6][C:5]([C:8]#[C:9][Si:10]([CH3:13])([CH3:12])[CH3:11])=[CH:4][CH:3]=1.[Li]CCCC.[C:19]([S:23]([N:25]=[C:26]1[CH2:29][N:28]([C:30]([O:32][C:33]([CH3:36])([CH3:35])[CH3:34])=[O:31])[CH2:27]1)=[O:24])([CH3:22])([CH3:21])[CH3:20].C[Al](C)C, predict the reaction product. The product is: [CH3:21][C:19]([CH3:22])([S:23]([NH:25][C:26]1([C:2]2[CH:7]=[CH:6][C:5]([C:8]#[C:9][Si:10]([CH3:13])([CH3:12])[CH3:11])=[CH:4][CH:3]=2)[CH2:29][N:28]([C:30]([O:32][C:33]([CH3:36])([CH3:35])[CH3:34])=[O:31])[CH2:27]1)=[O:24])[CH3:20]. (2) Given the reactants ClC1C=C(Cl)C=CC=1[CH2:4][NH:5][C:6]([C:8]1[C:9](=[O:20])[NH:10][N:11]=[C:12]([C:14]2[CH:19]=[CH:18][N:17]=[CH:16][CH:15]=2)[CH:13]=1)=[O:7].O=C1C(C(O)=O)=CC(C2C=CN=CC=2)=NN1.C(Cl)(=O)C(Cl)=O.[Cl:48][C:49]1[CH:50]=[C:51]([CH:54]=[C:55]([Cl:57])[CH:56]=1)CN, predict the reaction product. The product is: [Cl:48][C:49]1[CH:50]=[C:51]([CH:54]=[C:55]([Cl:57])[CH:56]=1)[CH2:4][NH:5][C:6]([C:8]1[C:9](=[O:20])[NH:10][N:11]=[C:12]([C:14]2[CH:15]=[CH:16][N:17]=[CH:18][CH:19]=2)[CH:13]=1)=[O:7].